This data is from Full USPTO retrosynthesis dataset with 1.9M reactions from patents (1976-2016). The task is: Predict the reactants needed to synthesize the given product. Given the product [C:1]([CH:5]1[CH2:10][CH2:9][CH:8]([NH2:12])[CH2:7][CH2:6]1)([CH3:4])([CH3:3])[CH3:2], predict the reactants needed to synthesize it. The reactants are: [C:1]([CH:5]1[CH2:10][CH2:9][C:8](=O)[CH2:7][CH2:6]1)([CH3:4])([CH3:3])[CH3:2].[NH3:12].CO.